From a dataset of Catalyst prediction with 721,799 reactions and 888 catalyst types from USPTO. Predict which catalyst facilitates the given reaction. (1) Reactant: [CH2:1]([O:3][C:4]([C:6]1[CH:10]=[C:9]([OH:11])[N:8]([C:12]2[CH:17]=[CH:16][CH:15]=[CH:14][CH:13]=2)[N:7]=1)=[O:5])[CH3:2].Br[CH2:19][C:20]([O:22][CH2:23][C:24]1[CH:29]=[CH:28][CH:27]=[CH:26][CH:25]=1)=[O:21].C(=O)([O-])[O-].[Cs+].[Cs+]. Product: [CH2:1]([O:3][C:4]([C:6]1[CH:10]=[C:9]([O:11][CH2:19][C:20]([O:22][CH2:23][C:24]2[CH:29]=[CH:28][CH:27]=[CH:26][CH:25]=2)=[O:21])[N:8]([C:12]2[CH:17]=[CH:16][CH:15]=[CH:14][CH:13]=2)[N:7]=1)=[O:5])[CH3:2]. The catalyst class is: 3. (2) Reactant: [NH2:1][C:2]1[C:7]([C:8]#[N:9])=[C:6]([C:10]2[CH:15]=[CH:14][C:13]([O:16][CH2:17][C@@H:18]([O:20][Si:21]([C:24]([CH3:27])([CH3:26])[CH3:25])([CH3:23])[CH3:22])[CH3:19])=[CH:12][CH:11]=2)[C:5]([C:28]#[N:29])=[C:4]([SH:30])[N:3]=1.Cl[CH2:32][C:33]1[N:34]=[C:35]([C:39]2[CH:44]=[CH:43][C:42]([F:45])=[CH:41][CH:40]=2)[O:36][C:37]=1[CH3:38].C(=O)(O)[O-].[Na+]. Product: [NH2:1][C:2]1[C:7]([C:8]#[N:9])=[C:6]([C:10]2[CH:11]=[CH:12][C:13]([O:16][CH2:17][C@@H:18]([O:20][Si:21]([C:24]([CH3:25])([CH3:26])[CH3:27])([CH3:22])[CH3:23])[CH3:19])=[CH:14][CH:15]=2)[C:5]([C:28]#[N:29])=[C:4]([S:30][CH2:32][C:33]2[N:34]=[C:35]([C:39]3[CH:44]=[CH:43][C:42]([F:45])=[CH:41][CH:40]=3)[O:36][C:37]=2[CH3:38])[N:3]=1. The catalyst class is: 3. (3) Reactant: [O:1]1[C:5]([C:6]([CH:8]2[C:14]3[CH:15]=[CH:16][C:17]([N:19]4[CH2:23][C@H:22]([CH2:24][NH:25][C:26](=[O:28])[CH3:27])[O:21][C:20]4=[O:29])=[CH:18][C:13]=3[CH2:12][CH2:11][CH2:10][C:9]2=O)=O)=[CH:4][CH:3]=[N:2]1.O.[NH2:32][NH2:33]. Product: [O:1]1[C:5]([C:6]2[C:8]3[C:14]4[CH:15]=[CH:16][C:17]([N:19]5[CH2:23][C@H:22]([CH2:24][NH:25][C:26](=[O:28])[CH3:27])[O:21][C:20]5=[O:29])=[CH:18][C:13]=4[CH2:12][CH2:11][CH2:10][C:9]=3[NH:33][N:32]=2)=[CH:4][CH:3]=[N:2]1. The catalyst class is: 8. (4) Product: [Cl:14][C:7]1[CH:8]=[CH:9][C:10]([O:12][CH3:13])=[CH:11][C:6]=1[CH:4]([CH3:5])[CH:3]=[O:2]. The catalyst class is: 11. Reactant: C[O:2][C:3](=O)[CH:4]([C:6]1[CH:11]=[C:10]([O:12][CH3:13])[CH:9]=[CH:8][C:7]=1[Cl:14])[CH3:5].[H-].C([Al+]CC(C)C)C(C)C.CO.C(C(C(C([O-])=O)O)O)([O-])=O.[Na+].[K+]. (5) Reactant: FC(F)(F)[C:3]([OH:5])=[O:4].C(O[C:13](=[O:63])[NH:14][CH2:15][CH2:16][C:17]([NH:19][CH2:20][CH2:21][CH2:22][N:23]([C@H:36]1[CH2:60][CH2:59][C@@:58]2([CH3:61])[C:38](=[CH:39][CH2:40][C@@H:41]3[C@@H:57]2[CH2:56][CH2:55][C@@:54]2([CH3:62])[C@H:42]3[CH2:43][CH2:44][C@@H:45]2[C@H:46]([CH3:53])[CH2:47][CH2:48][CH2:49][CH:50]([CH3:52])[CH3:51])[CH2:37]1)[S:24]([C:27]1[CH:32]=[CH:31][CH:30]=[CH:29][C:28]=1[N+:33]([O-:35])=[O:34])(=[O:26])=[O:25])=[O:18])(C)(C)C.[OH-].[Na+].[CH:66]([N:69](C(C)C)CC)(C)[CH3:67].C(O)(=O)[CH2:76][C:77]([CH2:82]C(O)=O)([C:79](O)=O)O. Product: [C:77]([O:5][C:3](=[O:4])[NH:69][CH2:66][CH2:67][C:13]([NH:14][CH2:15][CH2:16][C:17]([NH:19][CH2:20][CH2:21][CH2:22][N:23]([C@H:36]1[CH2:60][CH2:59][C@@:58]2([CH3:61])[C:38](=[CH:39][CH2:40][C@@H:41]3[C@@H:57]2[CH2:56][CH2:55][C@@:54]2([CH3:62])[C@H:42]3[CH2:43][CH2:44][C@@H:45]2[C@H:46]([CH3:53])[CH2:47][CH2:48][CH2:49][CH:50]([CH3:52])[CH3:51])[CH2:37]1)[S:24]([C:27]1[CH:32]=[CH:31][CH:30]=[CH:29][C:28]=1[N+:33]([O-:35])=[O:34])(=[O:26])=[O:25])=[O:18])=[O:63])([CH3:76])([CH3:79])[CH3:82]. The catalyst class is: 512. (6) Reactant: CC1(C)[O:6][C@@H:5]([CH2:7][CH2:8][NH:9][C:10]([CH:12]2[N:19]3[CH:15]([CH2:16][C:17]([CH3:21])([CH3:20])[CH2:18]3)[C:14]([C:24]3[CH:29]=[CH:28][C:27]([Cl:30])=[CH:26][C:25]=3[F:31])([C:22]#[N:23])[CH:13]2[C:32]2[CH:37]=[CH:36][CH:35]=[C:34]([Cl:38])[C:33]=2[F:39])=[O:11])[CH2:4][O:3]1.Cl. Product: [OH:6][C@H:5]([CH2:4][OH:3])[CH2:7][CH2:8][NH:9][C:10]([CH:12]1[N:19]2[CH:15]([CH2:16][C:17]([CH3:20])([CH3:21])[CH2:18]2)[C:14]([C:24]2[CH:29]=[CH:28][C:27]([Cl:30])=[CH:26][C:25]=2[F:31])([C:22]#[N:23])[CH:13]1[C:32]1[CH:37]=[CH:36][CH:35]=[C:34]([Cl:38])[C:33]=1[F:39])=[O:11]. The catalyst class is: 7. (7) Reactant: [F:1][C:2]1[CH:7]=[CH:6][C:5]([CH:8]([C:10]2([C:16]3[CH:21]=[CH:20][CH:19]=[C:18]([C:22]([F:25])([F:24])[F:23])[CH:17]=3)SCCCS2)[OH:9])=[CH:4][CH:3]=1.FC(F)(F)C(OI(C1C=CC=CC=1)OC(=O)C(F)(F)F)=[O:29].C(=O)([O-])O.[Na+]. Product: [F:1][C:2]1[CH:7]=[CH:6][C:5]([CH:8]([OH:9])[C:10]([C:16]2[CH:21]=[CH:20][CH:19]=[C:18]([C:22]([F:25])([F:24])[F:23])[CH:17]=2)=[O:29])=[CH:4][CH:3]=1. The catalyst class is: 47.